Task: Predict the reactants needed to synthesize the given product.. Dataset: Full USPTO retrosynthesis dataset with 1.9M reactions from patents (1976-2016) Given the product [NH2:6][C:5]1[C:4]([CH3:10])=[C:3]([O:2][CH3:1])[CH:9]=[CH:8][C:7]=1[C:13](=[O:12])[CH3:14], predict the reactants needed to synthesize it. The reactants are: [CH3:1][O:2][C:3]1[C:4]([CH3:10])=[C:5]([CH:7]=[CH:8][CH:9]=1)[NH2:6].C[O:12][C:13]1C=CC=C(N)[CH:14]=1.